Dataset: Forward reaction prediction with 1.9M reactions from USPTO patents (1976-2016). Task: Predict the product of the given reaction. Given the reactants [C:1]([Cl:4])(=[O:3])C.[CH2:5]([O:7][C:8](=[O:20])[C:9]1[CH:14]=[CH:13][C:12](S(C)=O)=[CH:11][C:10]=1OC)[CH3:6], predict the reaction product. The product is: [CH2:5]([O:7][C:8](=[O:20])[C:9]1[CH:14]=[CH:13][C:12]([O:3][CH2:1][Cl:4])=[CH:11][CH:10]=1)[CH3:6].